From a dataset of Forward reaction prediction with 1.9M reactions from USPTO patents (1976-2016). Predict the product of the given reaction. (1) Given the reactants [H-].[Li+].[CH3:3][O:4][C:5]([C:7]1[CH:12]=[CH:11][NH:10][C:9](=[O:13])[CH:8]=1)=[O:6].I[CH2:15][CH:16]([CH3:18])[CH3:17].Cl, predict the reaction product. The product is: [CH3:3][O:4][C:5]([C:7]1[CH:12]=[CH:11][N:10]([CH2:15][CH:16]([CH3:18])[CH3:17])[C:9](=[O:13])[CH:8]=1)=[O:6]. (2) The product is: [CH3:1][N:2]([CH3:7])[CH2:3][CH2:4][N:5]([CH3:6])[C:9]1[C:14]([N+:15]([O-:17])=[O:16])=[CH:13][C:12]([NH:18][C:19]2[N:24]=[C:23]([C:25]3[C:33]4[C:28](=[CH:29][CH:30]=[CH:31][CH:32]=4)[NH:27][CH:26]=3)[CH:22]=[CH:21][N:20]=2)=[C:11]([O:34][CH3:35])[CH:10]=1. Given the reactants [CH3:1][N:2]([CH3:7])[CH2:3][CH2:4][NH:5][CH3:6].F[C:9]1[C:14]([N+:15]([O-:17])=[O:16])=[CH:13][C:12]([NH:18][C:19]2[N:24]=[C:23]([C:25]3[C:33]4[C:28](=[CH:29][CH:30]=[CH:31][CH:32]=4)[NH:27][CH:26]=3)[CH:22]=[CH:21][N:20]=2)=[C:11]([O:34][CH3:35])[CH:10]=1.CCN(C(C)C)C(C)C, predict the reaction product. (3) The product is: [ClH:1].[F:21][C:3]([F:2])([F:20])[C:4]1[CH:5]=[C:6]([CH:14]2[CH2:19][CH2:18][NH:17][CH2:16][CH2:15]2)[CH:7]=[C:8]([C:10]([F:12])([F:13])[F:11])[CH:9]=1. Given the reactants [ClH:1].[F:2][C:3]([F:21])([F:20])[C:4]1[CH:5]=[C:6]([C:14]2[CH2:15][CH2:16][NH:17][CH2:18][CH:19]=2)[CH:7]=[C:8]([C:10]([F:13])([F:12])[F:11])[CH:9]=1.C([O-])=O.[NH4+], predict the reaction product.